This data is from Full USPTO retrosynthesis dataset with 1.9M reactions from patents (1976-2016). The task is: Predict the reactants needed to synthesize the given product. (1) Given the product [C:13]1([C:16]2[CH:21]=[CH:20][CH:19]=[CH:18][CH:17]=2)[CH:14]=[CH:15][C:10]([N:9]([C:4]2[CH:3]=[C:2]([CH3:1])[CH:7]=[C:6]([CH3:8])[CH:5]=2)[C:23]2[CH:28]=[CH:27][C:26]([C:29]3[CH:34]=[CH:33][C:32]([C:35]4[CH:40]=[CH:39][C:38]([N:9]([C:4]5[CH:5]=[CH:6][C:54]([C:51]6[CH:52]=[CH:17][CH:16]=[CH:21][CH:53]=6)=[CH:2][CH:3]=5)[C:10]5[CH:11]=[C:12]([CH3:13])[CH:57]=[C:55]([CH3:58])[CH:56]=5)=[CH:37][CH:36]=4)=[CH:31][CH:30]=3)=[CH:25][CH:24]=2)=[CH:11][CH:12]=1, predict the reactants needed to synthesize it. The reactants are: [CH3:1][C:2]1[CH:3]=[C:4]([NH:9][C:10]2[CH:15]=[CH:14][C:13]([C:16]3[CH:21]=[CH:20][CH:19]=[CH:18][CH:17]=3)=[CH:12][CH:11]=2)[CH:5]=[C:6]([CH3:8])[CH:7]=1.Br[C:23]1[CH:28]=[CH:27][C:26]([C:29]2[CH:34]=[CH:33][C:32]([C:35]3[CH:40]=[CH:39][C:38](Br)=[CH:37][CH:36]=3)=[CH:31][CH:30]=2)=[CH:25][CH:24]=1.[C:51](P([C:51]([CH3:54])([CH3:53])[CH3:52])[C:51]([CH3:54])([CH3:53])[CH3:52])([CH3:54])([CH3:53])[CH3:52].[C:55]([O-])([CH3:58])([CH3:57])[CH3:56].[K+]. (2) Given the product [CH3:7][C@H:4]1[C:3]2[C:8]([OH:10])=[N:19][CH:17]=[N:1][C:2]=2[CH2:6][CH2:5]1, predict the reactants needed to synthesize it. The reactants are: [NH2:1][C:2]1[CH2:6][CH2:5][C@@H:4]([CH3:7])[C:3]=1[C:8]([O:10]CC)=O.C([O-])=O.[NH4+].[CH:17]([NH2:19])=O. (3) Given the product [C:1]([O:5][C:6](=[O:22])[NH:7][C@@H:8]([CH2:9][C:10]1[CH:15]=[CH:14][C:13]([N+:16]([O-:18])=[O:17])=[CH:12][CH:11]=1)[C@H:19]([OH:20])[CH2:21][NH:36][C:33]1([C:29]2[CH:30]=[CH:31][CH:32]=[C:27]([C:23]([CH3:26])([CH3:25])[CH3:24])[CH:28]=2)[CH2:34][CH2:35]1)([CH3:4])([CH3:3])[CH3:2], predict the reactants needed to synthesize it. The reactants are: [C:1]([O:5][C:6](=[O:22])[NH:7][C@H:8]([C@H:19]1[CH2:21][O:20]1)[CH2:9][C:10]1[CH:15]=[CH:14][C:13]([N+:16]([O-:18])=[O:17])=[CH:12][CH:11]=1)([CH3:4])([CH3:3])[CH3:2].[C:23]([C:27]1[CH:28]=[C:29]([C:33]2([NH2:36])[CH2:35][CH2:34]2)[CH:30]=[CH:31][CH:32]=1)([CH3:26])([CH3:25])[CH3:24]. (4) Given the product [Cl:1][C:2]1[CH:7]=[CH:6][CH:5]=[CH:4][C:3]=1[C:8]1[C:14]2[CH:15]=[C:16]([F:23])[C:17]([O:19][CH:20]([CH3:22])[CH3:21])=[CH:18][C:13]=2[N:12]=[C:11]2[NH:34][NH:29][C:27]([CH3:28])=[C:10]2[N:9]=1, predict the reactants needed to synthesize it. The reactants are: [Cl:1][C:2]1[CH:7]=[CH:6][CH:5]=[CH:4][C:3]=1[C:8]1[C:14]2[CH:15]=[C:16]([F:23])[C:17]([O:19][CH:20]([CH3:22])[CH3:21])=[CH:18][C:13]=2[NH:12][C:11](=S)[CH2:10][N:9]=1.CO[C:27](OC)([N:29](C)C)[CH3:28].[NH2:34]N.